This data is from Peptide-MHC class II binding affinity with 134,281 pairs from IEDB. The task is: Regression. Given a peptide amino acid sequence and an MHC pseudo amino acid sequence, predict their binding affinity value. This is MHC class II binding data. (1) The peptide sequence is LALVGFLGGLITGIS. The MHC is HLA-DQA10501-DQB10201 with pseudo-sequence HLA-DQA10501-DQB10201. The binding affinity (normalized) is 0.330. (2) The peptide sequence is PENDIEKTDPWFAHGTPMPK. The MHC is DRB1_1104 with pseudo-sequence DRB1_1104. The binding affinity (normalized) is 0. (3) The peptide sequence is VHVSFVMAYPEMLAA. The MHC is DRB1_0802 with pseudo-sequence DRB1_0802. The binding affinity (normalized) is 0.0698. (4) The peptide sequence is KEVEEAWASACGGTG. The MHC is DRB3_0202 with pseudo-sequence DRB3_0202. The binding affinity (normalized) is 0.